Dataset: Forward reaction prediction with 1.9M reactions from USPTO patents (1976-2016). Task: Predict the product of the given reaction. (1) Given the reactants [C:1]1([C:20]2[CH:25]=[CH:24][CH:23]=[CH:22][CH:21]=2)[CH:6]=[CH:5][C:4]([NH:7][C:8]2[CH:13]=[N:12][CH:11]=[C:10]3[S:14][C:15]([C:17](O)=[O:18])=[CH:16][C:9]=23)=[CH:3][CH:2]=1.C(Cl)(=O)C(Cl)=O.CN(C=O)C.Cl.[CH3:38][NH:39][O:40][CH3:41], predict the reaction product. The product is: [CH3:41][O:40][N:39]([CH3:38])[C:17]([C:15]1[S:14][C:10]2=[CH:11][N:12]=[CH:13][C:8]([NH:7][C:4]3[CH:5]=[CH:6][C:1]([C:20]4[CH:25]=[CH:24][CH:23]=[CH:22][CH:21]=4)=[CH:2][CH:3]=3)=[C:9]2[CH:16]=1)=[O:18]. (2) Given the reactants S(=O)(=O)(O)O.[CH3:6][C:7]1[C:12]([CH3:13])=[CH:11][C:10]([CH3:14])=[CH:9][N+:8]=1[O-:15].[N+:16]([O-])([OH:18])=[O:17].C(=O)([O-])O.[NH4+], predict the reaction product. The product is: [CH3:6][C:7]1[C:12]([CH3:13])=[C:11]([N+:16]([O-:18])=[O:17])[C:10]([CH3:14])=[CH:9][N+:8]=1[O-:15].